This data is from HIV replication inhibition screening data with 41,000+ compounds from the AIDS Antiviral Screen. The task is: Binary Classification. Given a drug SMILES string, predict its activity (active/inactive) in a high-throughput screening assay against a specified biological target. (1) The compound is CC1(CO)C(O)CCC2(C)C1CCC1CC3CC12CCC3(O)CO. The result is 0 (inactive). (2) The result is 0 (inactive). The compound is Cc1ccc(C=NNc2ccc3ccccc3n2)s1. (3) The compound is NC(=S)N1N=C2CCCCCCC2C1c1ccccc1. The result is 0 (inactive). (4) The compound is COc1cc(OC)c(C(=O)c2cccs2)cc1N. The result is 0 (inactive). (5) The drug is O=C(O)CCCO. The result is 0 (inactive). (6) The molecule is CCOC(=O)Cc1cc(O)nc(-n2nc(C)c(CCO)c2O)n1. The result is 0 (inactive). (7) The result is 0 (inactive). The compound is CCc1cc2c(O)c(c1)Cc1cc(CC)cc(c1O)Cc1cc(CC)cc(c1O)Cc1cc(CC)cc(c1O)Cc1cc(CC)cc(c1O)Cc1cc(CC)cc(c1O)Cc1cc(CC)cc(c1O)C2.